This data is from Catalyst prediction with 721,799 reactions and 888 catalyst types from USPTO. The task is: Predict which catalyst facilitates the given reaction. (1) Reactant: [CH:1]1[C:10]2[C:5](=[CH:6][CH:7]=[C:8]([C:11]3[CH:12]=[C:13]([CH:18]=[CH:19][CH:20]=3)[C:14]([O:16]C)=[O:15])[CH:9]=2)[CH:4]=[CH:3][C:2]=1[C:21]1[CH:22]=[C:23]([CH:28]=[CH:29][CH:30]=1)[C:24]([O:26]C)=[O:25]. Product: [CH:1]1[C:10]2[C:5](=[CH:6][CH:7]=[C:8]([C:11]3[CH:12]=[C:13]([CH:18]=[CH:19][CH:20]=3)[C:14]([OH:16])=[O:15])[CH:9]=2)[CH:4]=[CH:3][C:2]=1[C:21]1[CH:22]=[C:23]([CH:28]=[CH:29][CH:30]=1)[C:24]([OH:26])=[O:25]. The catalyst class is: 702. (2) Reactant: Cl[CH2:2][CH2:3][O:4][C:5]1[CH:10]=[CH:9][C:8]([C:11]([C:21]2[CH:26]=[CH:25][C:24]([OH:27])=[C:23]([F:28])[CH:22]=2)=[C:12]([C:15]2[CH:20]=[CH:19][CH:18]=[CH:17][CH:16]=2)[CH2:13][CH3:14])=[CH:7][CH:6]=1.[CH3:29][NH2:30]. Product: [F:28][C:23]1[CH:22]=[C:21]([C:11]([C:8]2[CH:9]=[CH:10][C:5]([O:4][CH2:3][CH2:2][NH:30][CH3:29])=[CH:6][CH:7]=2)=[C:12]([C:15]2[CH:20]=[CH:19][CH:18]=[CH:17][CH:16]=2)[CH2:13][CH3:14])[CH:26]=[CH:25][C:24]=1[OH:27]. The catalyst class is: 5. (3) Reactant: [CH2:1]([N:8]1[CH2:13][CH2:12][NH:11][C@@H:10]([CH2:14][CH2:15][CH2:16][OH:17])[CH2:9]1)[C:2]1[CH:7]=[CH:6][CH:5]=[CH:4][CH:3]=1.N1C=CN=C1.[Si:23](Cl)([C:26]([CH3:29])([CH3:28])[CH3:27])([CH3:25])[CH3:24]. Product: [CH2:1]([N:8]1[CH2:13][CH2:12][NH:11][C@@H:10]([CH2:14][CH2:15][CH2:16][O:17][Si:23]([C:26]([CH3:29])([CH3:28])[CH3:27])([CH3:25])[CH3:24])[CH2:9]1)[C:2]1[CH:3]=[CH:4][CH:5]=[CH:6][CH:7]=1. The catalyst class is: 2. (4) Reactant: Br[CH2:2][CH2:3][CH2:4][S:5]([CH3:8])(=[O:7])=[O:6].[CH3:9][NH:10][CH3:11]. Product: [CH3:8][S:5]([CH2:4][CH2:3][CH2:2][N:10]([CH3:11])[CH3:9])(=[O:7])=[O:6]. The catalyst class is: 28. (5) Reactant: Cl.Cl.[NH2:3][C@H:4]([C:7]1[S:8][C:9]([C:12]2[CH:17]=[CH:16][CH:15]=[C:14]([Br:18])[N:13]=2)=[CH:10][N:11]=1)[CH2:5][OH:6].C(N(CC)CC)C.Cl[C:27](Cl)([O:29]C(=O)OC(Cl)(Cl)Cl)Cl.O. Product: [Br:18][C:14]1[N:13]=[C:12]([C:9]2[S:8][C:7]([C@@H:4]3[CH2:5][O:6][C:27](=[O:29])[NH:3]3)=[N:11][CH:10]=2)[CH:17]=[CH:16][CH:15]=1. The catalyst class is: 22. (6) Product: [F:12][C:13]([F:20])([C:16]([F:19])([F:18])[F:17])[CH2:14][N:15]=[CH:4][C:3]1[C:2]([F:1])=[CH:9][C:8]([F:10])=[CH:7][C:6]=1[F:11]. Reactant: [F:1][C:2]1[CH:9]=[C:8]([F:10])[CH:7]=[C:6]([F:11])[C:3]=1[CH:4]=O.[F:12][C:13]([F:20])([C:16]([F:19])([F:18])[F:17])[CH2:14][NH2:15]. The catalyst class is: 11. (7) Reactant: O[C:2]([C:4](F)(F)F)=[O:3].COC(=O)[CH:11]([NH:18][C:19]([NH:21][C:22]1[N:27]=[CH:26][C:25]2[C:28]([NH:31][CH2:32][CH3:33])=[N:29][NH:30][C:24]=2[CH:23]=1)=[O:20])[C:12]1[CH:17]=[CH:16][CH:15]=[CH:14][CH:13]=1.[CH3:35][Mg]Br. Product: [CH2:32]([NH:31][C:28]1[C:25]2[CH:26]=[N:27][C:22]([NH:21][C:19]([NH:18][CH:11]([C:12]3[CH:13]=[CH:14][CH:15]=[CH:16][CH:17]=3)[C:2]([OH:3])([CH3:4])[CH3:35])=[O:20])=[CH:23][C:24]=2[NH:30][N:29]=1)[CH3:33]. The catalyst class is: 1. (8) The catalyst class is: 7. Product: [O:26]=[C:24]1[CH2:23][N:16]([C:17]2[CH:18]=[CH:19][CH:20]=[CH:21][CH:22]=2)[C:4]2[N:3]=[C:2]([C:34]3[CH:36]=[CH:30][N:31]=[CH:32][CH:33]=3)[N:7]=[C:6]([C:8]([NH2:51])=[O:10])[C:5]=2[NH:13]1. Reactant: Cl[C:2]1[N:7]=[C:6]([C:8]([O:10]CC)=O)[C:5]([N+:13]([O-])=O)=[C:4]([N:16]([CH2:23][C:24]([O:26]CC)=O)[C:17]2[CH:22]=[CH:21][CH:20]=[CH:19][CH:18]=2)[N:3]=1.Cl[C:30]1N=[C:34]([C:36](OCC)=O)[C:33]([N+]([O-])=O)=[C:32](Cl)[N:31]=1.C1([NH:51]CC(OCC)=O)C=CC=CC=1.C(N(C(C)C)CC)(C)C.C(=O)(O)[O-].[Na+].